From a dataset of Full USPTO retrosynthesis dataset with 1.9M reactions from patents (1976-2016). Predict the reactants needed to synthesize the given product. (1) Given the product [C:21]([O:20][C:19](=[O:25])[NH:18][C@H:15]1[CH2:16][CH2:17][N:13]([S:8]([C:7]2[C:2]([Cl:1])=[N:3][C:4]([Cl:12])=[CH:5][CH:6]=2)(=[O:10])=[O:9])[CH2:14]1)([CH3:24])([CH3:22])[CH3:23], predict the reactants needed to synthesize it. The reactants are: [Cl:1][C:2]1[C:7]([S:8](Cl)(=[O:10])=[O:9])=[CH:6][CH:5]=[C:4]([Cl:12])[N:3]=1.[NH:13]1[CH2:17][CH2:16][C@H:15]([NH:18][C:19](=[O:25])[O:20][C:21]([CH3:24])([CH3:23])[CH3:22])[CH2:14]1.C(N(CC)CC)C.C(=O)(O)[O-].[Na+]. (2) Given the product [CH2:1]([O:8][C:9]([C:11]1[CH:12]=[C:13]2[C:18](=[CH:19][CH:20]=1)[N:17]([C:21](=[O:23])[CH3:22])[C@@H:16]([CH3:24])[CH2:15][C@H:14]2[N:25]([C:26]1[CH:27]=[CH:28][C:29]([N:32]2[CH2:33][CH2:34][O:35][CH2:36][CH2:37]2)=[CH:30][CH:31]=1)[C:46](=[O:47])[C:45]([F:56])([F:55])[F:44])=[O:10])[C:2]1[CH:3]=[CH:4][CH:5]=[CH:6][CH:7]=1, predict the reactants needed to synthesize it. The reactants are: [CH2:1]([O:8][C:9]([C:11]1[CH:12]=[C:13]2[C:18](=[CH:19][CH:20]=1)[N:17]([C:21](=[O:23])[CH3:22])[C@@H:16]([CH3:24])[CH2:15][C@H:14]2[NH:25][C:26]1[CH:31]=[CH:30][C:29]([N:32]2[CH2:37][CH2:36][O:35][CH2:34][CH2:33]2)=[CH:28][CH:27]=1)=[O:10])[C:2]1[CH:7]=[CH:6][CH:5]=[CH:4][CH:3]=1.N1C=CC=CC=1.[F:44][C:45]([F:56])([F:55])[C:46](O[C:46](=[O:47])[C:45]([F:56])([F:55])[F:44])=[O:47].O. (3) Given the product [Cl:18][C:19]1[C:20]([C:21]([C:16]2[NH:15][CH:14]=[C:13]([C:7]3[C:6]([Cl:5])=[CH:11][CH:10]=[CH:9][C:8]=3[Cl:12])[CH:17]=2)=[O:22])=[CH:24][CH:25]=[CH:26][N:27]=1, predict the reactants needed to synthesize it. The reactants are: [Cl-].[Al+3].[Cl-].[Cl-].[Cl:5][C:6]1[CH:11]=[CH:10][CH:9]=[C:8]([Cl:12])[C:7]=1[C:13]1[CH:17]=[CH:16][NH:15][CH:14]=1.[Cl:18][C:19]1[N:27]=[CH:26][CH:25]=[CH:24][C:20]=1[C:21](Cl)=[O:22]. (4) The reactants are: Cl.[O:2]([NH2:4])[CH3:3].[F:5][C:6]([F:17])([F:16])[C:7]1[CH:8]=[C:9]([C:13](=O)[CH3:14])[CH:10]=[CH:11][CH:12]=1. Given the product [CH3:3][O:2][N:4]=[C:13]([C:9]1[CH:10]=[CH:11][CH:12]=[C:7]([C:6]([F:5])([F:16])[F:17])[CH:8]=1)[CH3:14], predict the reactants needed to synthesize it. (5) Given the product [CH:47]([OH:48])=[O:56].[C:1]([C:5]1[CH:9]=[C:8]([NH:10][C:11]([NH:13][C@@H:14]2[C:23]3[C:18](=[CH:19][CH:20]=[CH:21][CH:22]=3)[C@H:17]([O:24][C:25]3[CH:26]=[CH:27][C:28]4[N:29]([C:31]([N:34]5[CH2:35][CH2:36][CH2:37][CH2:38][CH2:39]5)=[N:32][N:33]=4)[CH:30]=3)[CH2:16][CH2:15]2)=[O:12])[N:7]([C:40]2[CH:41]=[N:42][N:43]([CH2:45][CH2:46][CH2:47][N:53]3[CH2:58][CH2:57][O:56][CH2:55][CH2:54]3)[CH:44]=2)[N:6]=1)([CH3:4])([CH3:2])[CH3:3], predict the reactants needed to synthesize it. The reactants are: [C:1]([C:5]1[CH:9]=[C:8]([NH:10][C:11]([NH:13][C@@H:14]2[C:23]3[C:18](=[CH:19][CH:20]=[CH:21][CH:22]=3)[C@H:17]([O:24][C:25]3[CH:26]=[CH:27][C:28]4[N:29]([C:31]([N:34]5[CH2:39][CH2:38][CH2:37][CH2:36][CH2:35]5)=[N:32][N:33]=4)[CH:30]=3)[CH2:16][CH2:15]2)=[O:12])[N:7]([C:40]2[CH:41]=[N:42][N:43]([CH2:45][CH2:46][CH2:47][O:48]S(C)(=O)=O)[CH:44]=2)[N:6]=1)([CH3:4])([CH3:3])[CH3:2].[NH:53]1[CH2:58][CH2:57][O:56][CH2:55][CH2:54]1. (6) Given the product [CH3:11][CH2:12][CH2:13][CH:14]([CH3:9])[CH3:4].[Br:8][C:9]1[N:10]=[C:11]([NH:2][CH3:1])[CH:12]=[CH:13][CH:14]=1, predict the reactants needed to synthesize it. The reactants are: [CH3:1][NH2:2].O1CCC[CH2:4]1.[Br:8][C:9]1[CH:14]=[CH:13][CH:12]=[C:11](Br)[N:10]=1. (7) Given the product [C:2]([N:6]1[CH:17]=[CH:14][C:15]([NH2:16])=[N:7]1)([CH3:5])([CH3:4])[CH3:3], predict the reactants needed to synthesize it. The reactants are: Cl.[C:2]([NH:6][NH2:7])([CH3:5])([CH3:4])[CH3:3].C([O-])(=O)C.[Na+].Cl[C:14](=[CH2:17])[C:15]#[N:16].